Dataset: Forward reaction prediction with 1.9M reactions from USPTO patents (1976-2016). Task: Predict the product of the given reaction. (1) Given the reactants Cl.[CH3:2][N:3]([CH3:23])[CH:4]1[CH2:8][CH2:7][N:6]([C:9]([C:11]2[CH:12]=[C:13]3[C:17](=[CH:18][CH:19]=2)[NH:16][C:15]([C:20](O)=[O:21])=[CH:14]3)=[O:10])[CH2:5]1.F[B-](F)(F)F.N1(OC(N(C)C)=[N+](C)C)C2C=CC=CC=2N=N1.[F:46][C:47]1([F:53])[CH2:52][CH2:51][NH:50][CH2:49][CH2:48]1.C(N(CC)C(C)C)(C)C, predict the reaction product. The product is: [F:46][C:47]1([F:53])[CH2:52][CH2:51][N:50]([C:20]([C:15]2[NH:16][C:17]3[C:13]([CH:14]=2)=[CH:12][C:11]([C:9]([N:6]2[CH2:7][CH2:8][CH:4]([N:3]([CH3:23])[CH3:2])[CH2:5]2)=[O:10])=[CH:19][CH:18]=3)=[O:21])[CH2:49][CH2:48]1. (2) The product is: [CH:1]1([CH2:6][C:7]2[C:8](=[O:13])[NH:9][CH:10]=[CH:11][CH:12]=2)[CH2:2][CH:3]=[CH:4][CH2:5]1. Given the reactants [CH:1]1([CH2:6][C:7]2[C:8]([O:13]C)=[N:9][CH:10]=[CH:11][CH:12]=2)[CH2:5][CH:4]=[CH:3][CH2:2]1.[I-].[Na+].Cl[Si](C)(C)C.O, predict the reaction product.